From a dataset of Reaction yield outcomes from USPTO patents with 853,638 reactions. Predict the reaction yield, written as a fraction of the theoretical maximum amount of product (1.0 means a 100% yield; for example, 0.34 means a 34% yield). The reactants are [Br:1]N1C(=O)CCC1=O.[Cl:9][C:10]1[CH:15]=[CH:14][C:13]([C:16]2[N:20]([CH2:21][CH3:22])[C:19]([C:23](=[O:26])[CH2:24][CH3:25])=[CH:18][C:17]=2[CH3:27])=[CH:12][CH:11]=1.C(OCC)(=O)C. The catalyst is C1COCC1. The product is [Br:1][C:18]1[C:17]([CH3:27])=[C:16]([C:13]2[CH:14]=[CH:15][C:10]([Cl:9])=[CH:11][CH:12]=2)[N:20]([CH2:21][CH3:22])[C:19]=1[C:23](=[O:26])[CH2:24][CH3:25]. The yield is 0.780.